Task: Binary Classification. Given a drug SMILES string, predict its activity (active/inactive) in a high-throughput screening assay against a specified biological target.. Dataset: Cav3 T-type calcium channel HTS with 100,875 compounds (1) The drug is O(C(C(=O)N1CCCc2c1cccc2)C)c1ccccc1. The result is 0 (inactive). (2) The drug is S(=O)(=O)(N1C(CCCC1)C(=O)NC1CCN(CC1)C(OCC)=O)c1ccc(F)cc1. The result is 0 (inactive). (3) The drug is O=C(N(CC1N(CCC1)CC)Cc1cc2c([nH]c1=O)ccc(c2)C)Nc1c(OC)cccc1. The result is 0 (inactive). (4) The drug is O1C(CCC1)C(=O)Nc1ccc(cc1)C(=O)NCc1ccc(OC)cc1. The result is 0 (inactive).